The task is: Predict which catalyst facilitates the given reaction.. This data is from Catalyst prediction with 721,799 reactions and 888 catalyst types from USPTO. (1) Reactant: C([O:3][C:4](=O)[C:5]([F:28])([F:27])[CH2:6][N:7]([C:17]1[C:22]([N+:23]([O-])=O)=[CH:21][N:20]=[C:19]([Cl:26])[N:18]=1)[CH2:8][C:9]1[CH:14]=[CH:13][C:12]([O:15][CH3:16])=[CH:11][CH:10]=1)C. Product: [Cl:26][C:19]1[N:20]=[CH:21][C:22]2[NH:23][C:4](=[O:3])[C:5]([F:28])([F:27])[CH2:6][N:7]([CH2:8][C:9]3[CH:14]=[CH:13][C:12]([O:15][CH3:16])=[CH:11][CH:10]=3)[C:17]=2[N:18]=1. The catalyst class is: 180. (2) Reactant: [CH3:1][O:2][C:3]1[CH:4]=[C:5]2[C:9](=[CH:10][C:11]=1[N+:12]([O-:14])=[O:13])[NH:8][CH2:7][CH2:6]2.Cl[CH2:16][C:17]([N:19]([CH3:21])[CH3:20])=[O:18].C(=O)([O-])[O-].[K+].[K+]. Product: [CH3:20][N:19]([CH3:21])[C:17](=[O:18])[CH2:16][N:8]1[C:9]2[C:5](=[CH:4][C:3]([O:2][CH3:1])=[C:11]([N+:12]([O-:14])=[O:13])[CH:10]=2)[CH2:6][CH2:7]1. The catalyst class is: 56. (3) Reactant: [CH3:1][O:2][C:3]1[CH:4]=[CH:5][CH:6]=[CH:7][C:8]=1[O:9][CH2:10][CH2:11][NH:12][CH2:13][CH:14]([OH:30])[CH2:15][O:16][C:17]1[CH:18]=[CH:19][CH:20]=[C:21]2[NH:29][C:28]3[CH:27]=[CH:26][CH:25]=[CH:24][C:23]=3[C:22]=12. Product: [CH3:1][O:2][C:3]1[CH:4]=[CH:5][CH:6]=[CH:7][C:8]=1[O:9][CH2:10][CH2:11][NH:12][CH2:13][CH:14]([OH:30])[CH2:15][O:16][C:17]1[CH:18]=[CH:19][CH:20]=[C:21]2[NH:29][C:28]3[CH:27]=[CH:26][CH:25]=[CH:24][C:23]=3[C:22]=12.[CH3:1][O:2][C:3]1[CH:4]=[CH:5][CH:6]=[CH:7][C:8]=1[O:9][CH2:10][CH2:11][NH2:12]. The catalyst class is: 40. (4) Reactant: CS(O[CH2:6][C:7]([CH3:15])([C:9]1[CH:14]=[CH:13][CH:12]=[CH:11][CH:10]=1)[CH3:8])(=O)=O.[C-:16]#[N:17].[Na+]. Product: [CH3:8][C:7]([C:9]1[CH:14]=[CH:13][CH:12]=[CH:11][CH:10]=1)([CH3:15])[CH2:6][C:16]#[N:17]. The catalyst class is: 58. (5) Reactant: Cl.CN(C)CCCN=C=NCC.[CH3:13][C:14]1([CH3:33])[C:22]2[C:17](=[CH:18][C:19]([CH3:32])=[C:20]([O:23][C:24]3[S:25][CH:26]=[C:27]([C:29]([OH:31])=O)[N:28]=3)[CH:21]=2)[CH2:16][CH2:15]1.[C:34]([O:38][C:39]([N:41]1[CH2:47][CH2:46][CH2:45][N:44]([C:48]2[N:53]=[C:52]([O:54][CH3:55])[C:51]([N+:56]([O-])=O)=[C:50]([O:59][CH3:60])[N:49]=2)[CH2:43][CH2:42]1)=[O:40])([CH3:37])([CH3:36])[CH3:35].OC1C2N=NNC=2C=CC=1.C(N(CC)CC)C. Product: [CH3:55][O:54][C:52]1[C:51]([NH:56][C:29]([C:27]2[N:28]=[C:24]([O:23][C:20]3[CH:21]=[C:22]4[C:17](=[CH:18][C:19]=3[CH3:32])[CH2:16][CH2:15][C:14]4([CH3:33])[CH3:13])[S:25][CH:26]=2)=[O:31])=[C:50]([O:59][CH3:60])[N:49]=[C:48]([N:44]2[CH2:45][CH2:46][CH2:47][N:41]([C:39]([O:38][C:34]([CH3:37])([CH3:36])[CH3:35])=[O:40])[CH2:42][CH2:43]2)[N:53]=1. The catalyst class is: 4.